The task is: Predict the product of the given reaction.. This data is from Forward reaction prediction with 1.9M reactions from USPTO patents (1976-2016). (1) Given the reactants [C:1]([C:4]1[N:9]=[C:8](Cl)[N:7]=[C:6]([NH:11][C@@H:12]([CH3:17])[C:13]([O:15][CH3:16])=[O:14])[CH:5]=1)(=[O:3])[NH2:2].[F:18][C:19]1[CH:40]=[CH:39][C:22]([O:23][C:24]2[CH:29]=[CH:28][C:27](B3OC(C)(C)C(C)(C)O3)=[CH:26][CH:25]=2)=[CH:21][CH:20]=1.C([O-])([O-])=O.[Na+].[Na+], predict the reaction product. The product is: [C:1]([C:4]1[N:9]=[C:8]([C:27]2[CH:26]=[CH:25][C:24]([O:23][C:22]3[CH:21]=[CH:20][C:19]([F:18])=[CH:40][CH:39]=3)=[CH:29][CH:28]=2)[N:7]=[C:6]([NH:11][C@@H:12]([CH3:17])[C:13]([O:15][CH3:16])=[O:14])[CH:5]=1)(=[O:3])[NH2:2]. (2) Given the reactants C1C=CC(P(C2C(C3C(P(C4C=CC=CC=4)C4C=CC=CC=4)=CC=C4C=3C=CC=C4)=C3C(C=CC=C3)=CC=2)C2C=CC=CC=2)=CC=1.N#N.C(=O)([O-])[O-].[Cs+].[Cs+].[C:55]([C:57]1[CH:58]=[C:59]([CH:61]=[C:62]([O:64][CH2:65][CH2:66][N:67]2[CH2:72][CH2:71][O:70][CH2:69][CH2:68]2)[CH:63]=1)[NH2:60])#[CH:56].[C:73]([O:77][C:78](=[O:98])[NH:79][C:80]1[C:89]2[C:84](=[CH:85][CH:86]=[CH:87][CH:88]=2)[C:83]([O:90][C:91]2[CH:96]=[CH:95][N:94]=[C:93](Cl)[N:92]=2)=[CH:82][CH:81]=1)([CH3:76])([CH3:75])[CH3:74], predict the reaction product. The product is: [C:73]([O:77][C:78](=[O:98])[NH:79][C:80]1[C:89]2[C:84](=[CH:85][CH:86]=[CH:87][CH:88]=2)[C:83]([O:90][C:91]2[CH:96]=[CH:95][N:94]=[C:93]([NH:60][C:59]3[CH:61]=[C:62]([O:64][CH2:65][CH2:66][N:67]4[CH2:68][CH2:69][O:70][CH2:71][CH2:72]4)[CH:63]=[C:57]([C:55]#[CH:56])[CH:58]=3)[N:92]=2)=[CH:82][CH:81]=1)([CH3:76])([CH3:74])[CH3:75]. (3) Given the reactants [CH3:1][C:2]1[C:11]2[C:6](=[CH:7][CH:8]=[CH:9][CH:10]=2)[N:5]=[C:4]([CH2:12][N:13]2[C:22](=[O:23])[C:21]3[N:20]([CH2:24][C:25]#[C:26][CH3:27])[C:19](Br)=[N:18][C:17]=3[N:16]([CH3:29])[C:14]2=[O:15])[N:3]=1.C(=O)([O-])[O-].[K+].[K+].C(OC([C@@H]1CCCN(N)C1)=O)(C)(C)C.[C:50]([O:54][C:55]([NH:57][C@@H:58]1[CH2:63][CH2:62][CH2:61][NH:60][CH2:59]1)=[O:56])([CH3:53])([CH3:52])[CH3:51], predict the reaction product. The product is: [CH3:1][C:2]1[C:11]2[C:6](=[CH:7][CH:8]=[CH:9][CH:10]=2)[N:5]=[C:4]([CH2:12][N:13]2[C:22](=[O:23])[C:21]3[N:20]([CH2:24][C:25]#[C:26][CH3:27])[C:19]([N:60]4[CH2:61][CH2:62][CH2:63][C@@H:58]([NH:57][C:55]([O:54][C:50]([CH3:53])([CH3:52])[CH3:51])=[O:56])[CH2:59]4)=[N:18][C:17]=3[N:16]([CH3:29])[C:14]2=[O:15])[N:3]=1. (4) Given the reactants Cl[CH2:2][C:3]1[CH:8]=[CH:7][C:6]([C:9]2[C:10]([NH:15][S:16]([C:19]3[CH:24]=[CH:23][CH:22]=[CH:21][C:20]=3[C:25]([F:28])([F:27])[F:26])(=[O:18])=[O:17])=[N:11][CH:12]=[CH:13][N:14]=2)=[CH:5][CH:4]=1.[Cl:29][C:30]1[CH:35]=[CH:34][C:33]([OH:36])=[CH:32][N:31]=1, predict the reaction product. The product is: [Cl:29][C:30]1[N:31]=[CH:32][C:33]([O:36][CH2:2][C:3]2[CH:8]=[CH:7][C:6]([C:9]3[C:10]([NH:15][S:16]([C:19]4[CH:24]=[CH:23][CH:22]=[CH:21][C:20]=4[C:25]([F:27])([F:26])[F:28])(=[O:17])=[O:18])=[N:11][CH:12]=[CH:13][N:14]=3)=[CH:5][CH:4]=2)=[CH:34][CH:35]=1. (5) Given the reactants [NH2:1][CH2:2][C:3]1[CH:4]=[C:5](B(O)O)[CH:6]=[CH:7][CH:8]=1.[CH2:12]([O:19][C:20]1[C:21]([N:31]2[S:35](=[O:37])(=[O:36])[NH:34][C:33](=[O:38])[CH2:32]2)=[CH:22][C:23]2[C:28]([CH:29]=1)=[CH:27][CH:26]=[C:25](Br)[CH:24]=2)[C:13]1[CH:18]=[CH:17][CH:16]=[CH:15][CH:14]=1, predict the reaction product. The product is: [NH2:1][CH2:2][C:3]1[CH:4]=[C:5]([C:25]2[CH:24]=[C:23]3[C:28]([CH:29]=[C:20]([O:19][CH2:12][C:13]4[CH:18]=[CH:17][CH:16]=[CH:15][CH:14]=4)[C:21]([N:31]4[S:35](=[O:36])(=[O:37])[NH:34][C:33](=[O:38])[CH2:32]4)=[CH:22]3)=[CH:27][CH:26]=2)[CH:6]=[CH:7][CH:8]=1. (6) The product is: [CH3:26][O:25][CH2:24][CH2:23][N:4]1[C:5]2[C:10](=[CH:9][CH:8]=[C:7]([C:11]3[CH:16]=[N:15][C:14]([CH3:17])=[N:13][CH:12]=3)[CH:6]=2)[C:2]([CH3:19])([CH3:1])[C:3]1=[O:18]. Given the reactants [CH3:1][C:2]1([CH3:19])[C:10]2[C:5](=[CH:6][C:7]([C:11]3[CH:12]=[N:13][C:14]([CH3:17])=[N:15][CH:16]=3)=[CH:8][CH:9]=2)[NH:4][C:3]1=[O:18].[H-].[Na+].Br[CH2:23][CH2:24][O:25][CH3:26], predict the reaction product. (7) Given the reactants [Cl:1][C:2]1[CH:3]=[C:4](B(O)O)[CH:5]=[CH:6][CH:7]=1.Cl[C:12]1[C:17]([CH2:18][OH:19])=[CH:16][CH:15]=[CH:14][N:13]=1.C(=O)(O)[O-].[Na+].O1CCOCC1, predict the reaction product. The product is: [Cl:1][C:2]1[CH:3]=[C:4]([C:12]2[C:17]([CH2:18][OH:19])=[CH:16][CH:15]=[CH:14][N:13]=2)[CH:5]=[CH:6][CH:7]=1.